Dataset: Reaction yield outcomes from USPTO patents with 853,638 reactions. Task: Predict the reaction yield, written as a fraction of the theoretical maximum amount of product (1.0 means a 100% yield; for example, 0.34 means a 34% yield). (1) The reactants are [CH2:1]([C:4]1[CH:9]=[CH:8][N:7]=[C:6]([NH2:10])[CH:5]=1)[CH2:2][CH3:3].[C:11]([O:15][C:16]([N:18]1[CH2:22][CH2:21][C@H:20]([NH:23][C:24]2[C:32]3[C:27](=[N:28][CH:29]=[CH:30][C:31]=3[O:33][C:34]3[CH:42]=[CH:41][C:37]([C:38](O)=[O:39])=[CH:36][CH:35]=3)[N:26]([CH2:43][C:44]3[CH:49]=[CH:48][C:47]([O:50][CH3:51])=[CH:46][CH:45]=3)[N:25]=2)[CH2:19]1)=[O:17])([CH3:14])([CH3:13])[CH3:12].O=P(Cl)(Cl)Cl. The catalyst is N1C=CC=CC=1. The product is [CH3:51][O:50][C:47]1[CH:46]=[CH:45][C:44]([CH2:43][N:26]2[C:27]3=[N:28][CH:29]=[CH:30][C:31]([O:33][C:34]4[CH:35]=[CH:36][C:37]([C:38](=[O:39])[NH:10][C:6]5[CH:5]=[C:4]([CH2:1][CH2:2][CH3:3])[CH:9]=[CH:8][N:7]=5)=[CH:41][CH:42]=4)=[C:32]3[C:24]([NH:23][C@H:20]3[CH2:21][CH2:22][N:18]([C:16]([O:15][C:11]([CH3:12])([CH3:14])[CH3:13])=[O:17])[CH2:19]3)=[N:25]2)=[CH:49][CH:48]=1. The yield is 0.670. (2) The catalyst is O1CCCC1.CO.C(O)C.[C].[Pd]. The yield is 0.380. The product is [CH3:34][C:16]1[C:17]([C:18]2[S:19][C:20]([C:29]3[NH:33][CH:32]=[N:31][N:30]=3)=[C:21]([C:23]3[CH:28]=[CH:27][CH:26]=[CH:25][CH:24]=3)[N:22]=2)=[C:11]2[CH:10]=[C:9]([OH:8])[CH:14]=[CH:13][N:12]2[N:15]=1. The reactants are C([O:8][C:9]1[CH:14]=[CH:13][N:12]2[N:15]=[C:16]([CH3:34])[C:17]([C:18]3[S:19][C:20]([C:29]4[NH:33][CH:32]=[N:31][N:30]=4)=[C:21]([C:23]4[CH:28]=[CH:27][CH:26]=[CH:25][CH:24]=4)[N:22]=3)=[C:11]2[CH:10]=1)C1C=CC=CC=1.